From a dataset of Reaction yield outcomes from USPTO patents with 853,638 reactions. Predict the reaction yield, written as a fraction of the theoretical maximum amount of product (1.0 means a 100% yield; for example, 0.34 means a 34% yield). The reactants are Br[C:2]1[CH:3]=[CH:4][C:5]2[C:6]3[C:11]([C:12]4[CH:13]=[CH:14][CH:15]=[CH:16][C:17]=4[C:18]=2[CH:19]=1)=[CH:10][C:9]1=[CH:20][C:21]2[C:26]([C:25]([CH3:28])([CH3:27])[CH:24]=[CH:23][CH:22]=2)=[C:8]1[CH:7]=3.[CH:29]1[C:38]2[C:33](=[CH:34][CH:35]=[CH:36][CH:37]=2)[CH:32]=[CH:31][C:30]=1[C:39]1[C:52]2[C:47](=[CH:48][CH:49]=[CH:50][CH:51]=2)[C:46](B(O)O)=[C:45]2[C:40]=1[CH:41]=[CH:42][CH:43]=[CH:44]2.C([O-])([O-])=O.[Na+].[Na+].CCO. The catalyst is C1C=CC([P]([Pd]([P](C2C=CC=CC=2)(C2C=CC=CC=2)C2C=CC=CC=2)([P](C2C=CC=CC=2)(C2C=CC=CC=2)C2C=CC=CC=2)[P](C2C=CC=CC=2)(C2C=CC=CC=2)C2C=CC=CC=2)(C2C=CC=CC=2)C2C=CC=CC=2)=CC=1.C1(C)C=CC=CC=1. The product is [CH3:27][C:25]1([CH3:28])[C:26]2[C:21]([CH:20]=[C:9]3[C:8]=2[CH:7]=[C:6]2[C:11]([C:12]4[CH:13]=[CH:14][CH:15]=[CH:16][C:17]=4[C:18]4[CH:19]=[C:2]([C:46]5[C:45]6[C:40]([C:39]([C:30]7[CH:31]=[CH:32][C:33]8[C:38](=[CH:37][CH:36]=[CH:35][CH:34]=8)[CH:29]=7)=[C:52]7[C:47]=5[CH:48]=[CH:49][CH:50]=[CH:51]7)=[CH:41][CH:42]=[CH:43][CH:44]=6)[CH:3]=[CH:4][C:5]=42)=[CH:10]3)=[CH:22][CH:23]=[CH:24]1. The yield is 0.500.